From a dataset of Forward reaction prediction with 1.9M reactions from USPTO patents (1976-2016). Predict the product of the given reaction. (1) The product is: [C:33]([N:14]1[CH2:15][CH2:16][CH:11]([C:10]2[N:6]3[C:7]([C:2]([NH2:1])=[N:3][CH:4]=[N:5]3)=[C:8]([C:17]3[CH:18]=[C:19]([CH:30]=[CH:31][CH:32]=3)[C:20]([NH:22][CH2:23][C:24]3[CH:25]=[CH:26][CH:27]=[CH:28][CH:29]=3)=[O:21])[CH:9]=2)[CH2:12][CH2:13]1)(=[O:35])[CH3:34]. Given the reactants [NH2:1][C:2]1[C:7]2=[C:8]([C:17]3[CH:18]=[C:19]([CH:30]=[CH:31][CH:32]=3)[C:20]([NH:22][CH2:23][C:24]3[CH:29]=[CH:28][CH:27]=[CH:26][CH:25]=3)=[O:21])[CH:9]=[C:10]([CH:11]3[CH2:16][CH2:15][NH:14][CH2:13][CH2:12]3)[N:6]2[N:5]=[CH:4][N:3]=1.[C:33](Cl)(=[O:35])[CH3:34], predict the reaction product. (2) Given the reactants [Al](Br)(Br)Br.[CH:5]1[CH:10]=[CH:9][CH:8]=[CH:7][CH:6]=1.[OH:11][C:12]1[CH:13]=[CH:14][CH:15]=[C:16]2[C:21]=1[N:20]=[CH:19][CH:18]=[CH:17]2.Br.Cl, predict the reaction product. The product is: [C:5]1([CH:14]2[CH2:13][C:12](=[O:11])[C:21]3[N:20]=[CH:19][CH:18]=[CH:17][C:16]=3[CH2:15]2)[CH:10]=[CH:9][CH:8]=[CH:7][CH:6]=1. (3) Given the reactants [CH2:1]([O:3][C:4](=[O:22])[CH2:5][C:6]1[CH:11]=[CH:10][C:9]([N:12]2[C:16]3[CH:17]=[CH:18][C:19](Br)=[CH:20][C:15]=3[N:14]=[CH:13]2)=[CH:8][CH:7]=1)[CH3:2].[CH3:23][O:24][C:25]1[CH:30]=[CH:29][C:28](B(O)O)=[CH:27][CH:26]=1.C([O-])([O-])=O.[Na+].[Na+].B(O)O, predict the reaction product. The product is: [CH2:1]([O:3][C:4](=[O:22])[CH2:5][C:6]1[CH:11]=[CH:10][C:9]([N:12]2[C:16]3[CH:17]=[CH:18][C:19]([C:28]4[CH:29]=[CH:30][C:25]([O:24][CH3:23])=[CH:26][CH:27]=4)=[CH:20][C:15]=3[N:14]=[CH:13]2)=[CH:8][CH:7]=1)[CH3:2]. (4) Given the reactants [CH2:1]([N:3]1[C:7]2=[N:8][C:9]([CH2:30][CH3:31])=[C:10]([CH2:19][NH:20][C:21]([C:23]3([C:26]([O:28]C)=[O:27])[CH2:25][CH2:24]3)=[O:22])[C:11]([NH:12][CH:13]3[CH2:18][CH2:17][O:16][CH2:15][CH2:14]3)=[C:6]2[CH:5]=[N:4]1)[CH3:2].O.[OH-].[Li+], predict the reaction product. The product is: [CH2:1]([N:3]1[C:7]2=[N:8][C:9]([CH2:30][CH3:31])=[C:10]([CH2:19][NH:20][C:21]([C:23]3([C:26]([OH:28])=[O:27])[CH2:25][CH2:24]3)=[O:22])[C:11]([NH:12][CH:13]3[CH2:14][CH2:15][O:16][CH2:17][CH2:18]3)=[C:6]2[CH:5]=[N:4]1)[CH3:2].